This data is from Reaction yield outcomes from USPTO patents with 853,638 reactions. The task is: Predict the reaction yield, written as a fraction of the theoretical maximum amount of product (1.0 means a 100% yield; for example, 0.34 means a 34% yield). (1) The reactants are [CH2:1]([C@@H:8]1[CH2:12][O:11][C:10](=[O:13])[N:9]1[C:14](=[O:42])[C@H:15]([CH2:19][S:20](N1CCN(C2N=CC(C3C=CC(F)=CC=3)=CN=2)CC1)(=[O:22])=[O:21])[CH:16]([CH3:18])[CH3:17])[C:2]1[CH:7]=[CH:6][CH:5]=[CH:4][CH:3]=1.Cl.Cl.[N:45]1([C:51]2[N:56]=[CH:55][C:54]([C:57]3[CH:62]=[CH:61][C:60]([C:63]([F:66])([F:65])[F:64])=[CH:59][CH:58]=3)=[CH:53][N:52]=2)[CH2:50][CH2:49][NH:48][CH2:47][CH2:46]1.C([C@@H]1COC(=O)N1C(=O)[C@H](CS(Cl)(=O)=O)C(C)C)C1C=CC=CC=1. No catalyst specified. The product is [CH2:1]([C@@H:8]1[CH2:12][O:11][C:10](=[O:13])[N:9]1[C:14](=[O:42])[C@H:15]([CH2:19][S:20]([N:48]1[CH2:49][CH2:50][N:45]([C:51]2[N:52]=[CH:53][C:54]([C:57]3[CH:58]=[CH:59][C:60]([C:63]([F:64])([F:66])[F:65])=[CH:61][CH:62]=3)=[CH:55][N:56]=2)[CH2:46][CH2:47]1)(=[O:22])=[O:21])[CH:16]([CH3:18])[CH3:17])[C:2]1[CH:7]=[CH:6][CH:5]=[CH:4][CH:3]=1. The yield is 0.860. (2) The reactants are Br[C:2]1[CH:3]=[C:4]([CH:32]=[CH:33][CH:34]=1)[CH2:5][O:6][C@H:7]1[CH2:11][CH2:10][N:9]([C:12]([CH3:31])([CH3:30])[CH2:13][CH2:14][C:15]([C:24]2[CH:29]=[CH:28][CH:27]=[CH:26][CH:25]=2)([C:18]2[CH:23]=[CH:22][CH:21]=[CH:20][CH:19]=2)[C:16]#[N:17])[CH2:8]1.[C:35]1(B(O)O)[CH:40]=[CH:39][CH:38]=[CH:37][CH:36]=1. No catalyst specified. The product is [C:2]1([C:35]2[CH:40]=[CH:39][CH:38]=[CH:37][CH:36]=2)[CH:34]=[CH:33][CH:32]=[C:4]([CH2:5][O:6][C@H:7]2[CH2:11][CH2:10][N:9]([C:12]([CH3:31])([CH3:30])[CH2:13][CH2:14][C:15]([C:24]3[CH:29]=[CH:28][CH:27]=[CH:26][CH:25]=3)([C:18]3[CH:23]=[CH:22][CH:21]=[CH:20][CH:19]=3)[C:16]#[N:17])[CH2:8]2)[CH:3]=1. The yield is 0.540.